From a dataset of Experimentally validated miRNA-target interactions with 360,000+ pairs, plus equal number of negative samples. Binary Classification. Given a miRNA mature sequence and a target amino acid sequence, predict their likelihood of interaction. (1) The miRNA is mmu-miR-6984-3p with sequence UACUUUCUUUCCUGUCUUUCU. The protein sequence of the target gene is MALVASVRVPARVLLRAGARLPGAALGRTERAAGGGDGARRFGSQRVLVEPDAGAGVAVMKFKNPPVNSLSLEFLTELVISLEKLENDKSFRGVILTSDRPGVFSAGLDLTEMCGRSPAHYAGYWKAVQELWLRLYQSNLVLVSAINGACPAGGCLVALTCDYRILADNPRYCIGLNETQLGIIAPFWLKDTLENTIGHRAAERALQLGLLFPPAEALQVGIVDQVVPEEQVQSTALSAIAQWMAIPDHARQLTKAMMRKATASRLVTQRDADVQNFVSFISKDSIQKSLQMYLERLKEE.... Result: 0 (no interaction). (2) The miRNA is hsa-miR-7156-5p with sequence UUGUUCUCAAACUGGCUGUCAGA. The protein sequence of the target gene is MALSDVDVKKQIKHMMAFIEQEANEKAEEIDAKAEEEFNIEKGRLVQTQRLKIMEYYEKKEKQIEQQKKILMSTMRNQARLKVLRARNDLISDLLSEAKLRLSRIVEDPEVYQGLLDKLVLQGLLRLLEPVMIVRCRPQDLLLVEAAVQKAIPEYMTISQKHVEVQIDKEAYLAVNAAGGVEVYSGNQRIKVSNTLESRLDLSAKQKMPEIRMALFGANTNRKFFI. Result: 0 (no interaction). (3) The miRNA is hsa-miR-4652-3p with sequence GUUCUGUUAACCCAUCCCCUCA. The protein sequence of the target gene is MAEGGFDPCECVCSHEHAMRRLINLLRQSQSYCTDTECLQELPGPSGDNGISVTMILVAWMVIALILFLLRPPNLRGSSLPGKPTSPHNGQDPPAPPVD. Result: 1 (interaction). (4) The miRNA is hsa-miR-100-5p with sequence AACCCGUAGAUCCGAACUUGUG. The protein sequence of the target gene is MEQAPPDPERQLQPAPLEPLGSPDAGLGAAVGKEAEGAGEESSGVDTMTHNNFWLKKIEISVSEAEKRTGRNAMNMQETYTAYLIETRSVEHTDGQSVLTDSLWRRYSEFELLRSYLLVYYPHIVVPPLPEKRAEFVWHKLSADNMDPDFVERRRIGLENFLLRIASHPILCRDKIFYLFLTQEGNWKETVNETGFQLKADSRLKALNATFRVKNPDKRFTDLKHYSDELQSVISHLLRVRARVADRLYGVYKVHGNYGRVFSEWSAIEKEMGDGLQSAGHHMDVYASSIDDILEDEEHY.... Result: 1 (interaction). (5) Result: 0 (no interaction). The protein sequence of the target gene is MDEDVLTTLKILIIGESGVGKSSLLLRFTDDTFDPELAATIGVDFKVKTISVDGNKAKLAIWDTAGQERFRTLTPSYYRGAQGVILVYDVTRRDTFVKLDNWLNELETYCTRNDIVNMLVGNKIDKENREVDRNEGLKFARKHSMLFIEASAKTCDGVQCAFEELVEKIIQTPGLWESENQNKGVKLSHREESRGGGACGGYCSVL. The miRNA is hsa-miR-6726-3p with sequence CUCGCCCUGUCUCCCGCUAG. (6) The miRNA is hsa-miR-2467-5p with sequence UGAGGCUCUGUUAGCCUUGGCUC. The protein sequence of the target gene is MPKYKQRRRKLKAKAKRMSKKKEAAVVSPKLLTPSPPLPEPERVVTSAADIPQSRNWLRPSWNLRFPNIKDAINLWTNRAWCIYSCCQTCVAQSLEVLKDALFPSRVYHRELHSLKQQLCVLKRELCKLRENLKSISENSSCSSCCHKCCPSDKLTTVPACAPTTNGESQTVLSSTQPQPANHPPSPPPLPPPPPPPPPLPPPPPPLAPLLLRKSGTTKALQVEPLKKDGPMHITVKDLLNVKLKKTQSVDERKKLVPSPPEERTPLVTVSDLQHVTLKPNSRVSATRIKNVLITPGKSQ.... Result: 0 (no interaction).